This data is from NCI-60 drug combinations with 297,098 pairs across 59 cell lines. The task is: Regression. Given two drug SMILES strings and cell line genomic features, predict the synergy score measuring deviation from expected non-interaction effect. (1) Drug 1: C1=C(C(=O)NC(=O)N1)F. Drug 2: C(=O)(N)NO. Cell line: TK-10. Synergy scores: CSS=24.9, Synergy_ZIP=4.51, Synergy_Bliss=2.92, Synergy_Loewe=-4.99, Synergy_HSA=4.57. (2) Drug 1: CNC(=O)C1=CC=CC=C1SC2=CC3=C(C=C2)C(=NN3)C=CC4=CC=CC=N4. Drug 2: CCCS(=O)(=O)NC1=C(C(=C(C=C1)F)C(=O)C2=CNC3=C2C=C(C=N3)C4=CC=C(C=C4)Cl)F. Cell line: SK-MEL-2. Synergy scores: CSS=-1.06, Synergy_ZIP=1.10, Synergy_Bliss=3.58, Synergy_Loewe=-1.38, Synergy_HSA=-0.862. (3) Drug 1: CC1=C2C(C(=O)C3(C(CC4C(C3C(C(C2(C)C)(CC1OC(=O)C(C(C5=CC=CC=C5)NC(=O)OC(C)(C)C)O)O)OC(=O)C6=CC=CC=C6)(CO4)OC(=O)C)O)C)O. Drug 2: B(C(CC(C)C)NC(=O)C(CC1=CC=CC=C1)NC(=O)C2=NC=CN=C2)(O)O. Cell line: OVCAR3. Synergy scores: CSS=52.9, Synergy_ZIP=-8.80, Synergy_Bliss=-19.5, Synergy_Loewe=-21.3, Synergy_HSA=-18.3. (4) Synergy scores: CSS=-0.483, Synergy_ZIP=-1.14, Synergy_Bliss=-4.38, Synergy_Loewe=-9.80, Synergy_HSA=-5.19. Drug 2: C1=NC2=C(N=C(N=C2N1C3C(C(C(O3)CO)O)F)Cl)N. Drug 1: CC1=CC=C(C=C1)C2=CC(=NN2C3=CC=C(C=C3)S(=O)(=O)N)C(F)(F)F. Cell line: KM12. (5) Drug 1: CC(C)(C#N)C1=CC(=CC(=C1)CN2C=NC=N2)C(C)(C)C#N. Drug 2: C1CC(=O)NC(=O)C1N2C(=O)C3=CC=CC=C3C2=O. Cell line: UO-31. Synergy scores: CSS=-6.07, Synergy_ZIP=3.15, Synergy_Bliss=1.93, Synergy_Loewe=-2.60, Synergy_HSA=-2.73. (6) Drug 1: CC1CCC2CC(C(=CC=CC=CC(CC(C(=O)C(C(C(=CC(C(=O)CC(OC(=O)C3CCCCN3C(=O)C(=O)C1(O2)O)C(C)CC4CCC(C(C4)OC)O)C)C)O)OC)C)C)C)OC. Drug 2: C1=CC=C(C=C1)NC(=O)CCCCCCC(=O)NO. Cell line: UO-31. Synergy scores: CSS=30.7, Synergy_ZIP=2.86, Synergy_Bliss=4.84, Synergy_Loewe=7.31, Synergy_HSA=8.12. (7) Drug 1: CC(C)CN1C=NC2=C1C3=CC=CC=C3N=C2N. Drug 2: CC1C(C(CC(O1)OC2CC(CC3=C2C(=C4C(=C3O)C(=O)C5=C(C4=O)C(=CC=C5)OC)O)(C(=O)CO)O)N)O.Cl. Cell line: CCRF-CEM. Synergy scores: CSS=34.4, Synergy_ZIP=-1.72, Synergy_Bliss=-4.75, Synergy_Loewe=-19.4, Synergy_HSA=-4.22. (8) Synergy scores: CSS=48.0, Synergy_ZIP=4.30, Synergy_Bliss=-2.51, Synergy_Loewe=-27.7, Synergy_HSA=-4.52. Drug 1: CC1=CC=C(C=C1)C2=CC(=NN2C3=CC=C(C=C3)S(=O)(=O)N)C(F)(F)F. Drug 2: C1CN1C2=NC(=NC(=N2)N3CC3)N4CC4. Cell line: CCRF-CEM. (9) Drug 1: CCCS(=O)(=O)NC1=C(C(=C(C=C1)F)C(=O)C2=CNC3=C2C=C(C=N3)C4=CC=C(C=C4)Cl)F. Drug 2: CC(CN1CC(=O)NC(=O)C1)N2CC(=O)NC(=O)C2. Cell line: NCI/ADR-RES. Synergy scores: CSS=11.5, Synergy_ZIP=1.23, Synergy_Bliss=4.28, Synergy_Loewe=2.83, Synergy_HSA=2.55.